From a dataset of Forward reaction prediction with 1.9M reactions from USPTO patents (1976-2016). Predict the product of the given reaction. (1) The product is: [O:36]=[S:4]1[CH2:5][CH2:6][N:1]([C:7]2[CH:16]=[C:15]3[C:10]([CH:11]=[C:12]([C:18]4[CH:23]=[CH:22][CH:21]=[CH:20][C:19]=4[C:24]([F:27])([F:25])[F:26])[NH:13][C:14]3=[O:17])=[CH:9][CH:8]=2)[CH2:2][CH2:3]1. Given the reactants [N:1]1([C:7]2[CH:16]=[C:15]3[C:10]([CH:11]=[C:12]([C:18]4[CH:23]=[CH:22][CH:21]=[CH:20][C:19]=4[C:24]([F:27])([F:26])[F:25])[NH:13][C:14]3=[O:17])=[CH:9][CH:8]=2)[CH2:6][CH2:5][S:4][CH2:3][CH2:2]1.ClC1C=CC=C(C(OO)=[O:36])C=1.C(=O)(O)[O-].[Na+], predict the reaction product. (2) The product is: [CH:3]12[CH2:4][CH:5]3[CH2:6][CH:7]([CH2:8][CH:1]([CH2:10]3)[CH:2]1[C:11]1[CH:16]=[C:15]([CH3:17])[C:14]([NH2:18])=[CH:13][C:12]=1[OH:21])[CH2:9]2. Given the reactants [CH:1]12[CH2:10][CH:5]3[CH2:6][CH:7]([CH2:9][CH:3]([CH2:4]3)[CH:2]1[C:11]1[CH:16]=[C:15]([CH3:17])[C:14]([N+:18]([O-])=O)=[CH:13][C:12]=1[OH:21])[CH2:8]2, predict the reaction product.